The task is: Predict the product of the given reaction.. This data is from Forward reaction prediction with 1.9M reactions from USPTO patents (1976-2016). (1) Given the reactants C(N1[CH2:13][CH2:12][N:11]([C:14]2[N:19]=[CH:18][C:17]([NH:20][C:21]([C:23]3[O:27][C:26]([C:28]4[CH:33]=[CH:32][CH:31]=[CH:30][CH:29]=4)=[N:25][C:24]=3[C:34]([F:37])([F:36])[F:35])=[O:22])=[CH:16][CH:15]=2)[CH2:10][C:9]1=O)C1C=CC=CC=1.C1(C2OC(C(O)=O)=C(C(F)(F)F)N=2)C=CC=CC=1.[CH2:57]([NH:64][S:65]([CH:68]1CCN(C2N=CC(N)=CC=2)CC1)(=[O:67])=[O:66])[C:58]1[CH:63]=[CH:62][CH:61]=[CH:60][CH:59]=1, predict the reaction product. The product is: [CH2:57]([NH:64][S:65]([CH:68]1[CH2:9][CH2:10][N:11]([C:14]2[N:19]=[CH:18][C:17]([NH:20][C:21]([C:23]3[O:27][C:26]([C:28]4[CH:29]=[CH:30][CH:31]=[CH:32][CH:33]=4)=[N:25][C:24]=3[C:34]([F:36])([F:37])[F:35])=[O:22])=[CH:16][CH:15]=2)[CH2:12][CH2:13]1)(=[O:67])=[O:66])[C:58]1[CH:63]=[CH:62][CH:61]=[CH:60][CH:59]=1. (2) The product is: [Br:1][C:2]1[CH:3]=[C:4]([S:9]([N:13]2[C:21]3[C:16](=[CH:17][CH:18]=[CH:19][CH:20]=3)[CH2:15][CH2:14]2)(=[O:11])=[O:10])[CH:5]=[CH:6][C:7]=1[F:8]. Given the reactants [Br:1][C:2]1[CH:3]=[C:4]([S:9](Cl)(=[O:11])=[O:10])[CH:5]=[CH:6][C:7]=1[F:8].[NH:13]1[C:21]2[C:16](=[CH:17][CH:18]=[CH:19][CH:20]=2)[CH2:15][CH2:14]1.C(N(CC)C(C)C)(C)C, predict the reaction product. (3) Given the reactants [Cl:1][C:2]1[CH:47]=[CH:46][C:5]2[N:6]([CH2:37][C:38]3[CH:43]=[CH:42][C:41]([O:44][CH3:45])=[CH:40][CH:39]=3)[C:7](=[O:36])[CH:8]([CH2:28][C:29]3[CH:34]=[CH:33][CH:32]=[CH:31][C:30]=3[Cl:35])[N:9]=[C:10]([C:11]3[CH:12]=[C:13]4[N:19](C(OC(C)(C)C)=O)[C:18](=[O:27])[NH:17][C:14]4=[N:15][CH:16]=3)[C:4]=2[CH:3]=1, predict the reaction product. The product is: [Cl:1][C:2]1[CH:47]=[CH:46][C:5]2[N:6]([CH2:37][C:38]3[CH:39]=[CH:40][C:41]([O:44][CH3:45])=[CH:42][CH:43]=3)[C:7](=[O:36])[CH:8]([CH2:28][C:29]3[CH:34]=[CH:33][CH:32]=[CH:31][C:30]=3[Cl:35])[N:9]=[C:10]([C:11]3[CH:12]=[C:13]4[NH:19][C:18](=[O:27])[NH:17][C:14]4=[N:15][CH:16]=3)[C:4]=2[CH:3]=1. (4) Given the reactants [F:1][C:2]([F:37])([F:36])[C:3]1[N:8]=[C:7]([NH:9][C:10](=[O:35])[NH:11][C:12]2[C:21]3[C:16](=[CH:17][CH:18]=[C:19]([C:22]4[CH2:23][CH2:24][N:25](C(OC(C)(C)C)=O)[CH2:26][CH:27]=4)[CH:20]=3)[N:15]=[CH:14][CH:13]=2)[CH:6]=[CH:5][CH:4]=1.C(O)(C(F)(F)F)=O, predict the reaction product. The product is: [NH:25]1[CH2:26][CH:27]=[C:22]([C:19]2[CH:20]=[C:21]3[C:16](=[CH:17][CH:18]=2)[N:15]=[CH:14][CH:13]=[C:12]3[NH:11][C:10]([NH:9][C:7]2[CH:6]=[CH:5][CH:4]=[C:3]([C:2]([F:36])([F:37])[F:1])[N:8]=2)=[O:35])[CH2:23][CH2:24]1. (5) Given the reactants C([NH:8][C@H:9]([C:19]([OH:21])=[O:20])[CH2:10][O:11][CH2:12][C:13]1[CH:18]=[CH:17][CH:16]=[CH:15][CH:14]=1)(OC(C)(C)C)=O.[C:22]([OH:28])([C:24]([F:27])([F:26])[F:25])=[O:23], predict the reaction product. The product is: [F:25][C:24]([F:27])([F:26])[C:22]([OH:28])=[O:23].[NH2:8][C@@H:9]([CH2:10][O:11][CH2:12][C:13]1[CH:18]=[CH:17][CH:16]=[CH:15][CH:14]=1)[C:19]([OH:21])=[O:20]. (6) Given the reactants [C:1]1([N:7]=[C:8]([S:15][CH:16]([CH3:22])[CH:17]([CH2:20][CH3:21])[CH2:18][CH3:19])[C:9]#[C:10][Si](C)(C)C)[CH:6]=[CH:5][CH:4]=[CH:3][CH:2]=1.C(=O)([O-])[O-].[K+].[K+].[F:29][C:30]1[CH:35]=[CH:34][C:33]([SH:36])=[CH:32][CH:31]=1, predict the reaction product. The product is: [F:29][C:30]1[CH:35]=[CH:34][C:33]([S:36][CH:10]=[CH:9][C:8](=[N:7][C:1]2[CH:6]=[CH:5][CH:4]=[CH:3][CH:2]=2)[S:15][CH:16]([CH3:22])[CH:17]([CH2:20][CH3:21])[CH2:18][CH3:19])=[CH:32][CH:31]=1. (7) Given the reactants [Cl:1][C:2]1[CH:3]=[CH:4][C:5]([CH2:8][O:9][C:10]2[CH:15]=[CH:14][N:13]([C:16]3[CH:17]=[N:18][C:19](F)=[CH:20][CH:21]=3)[C:12](=[O:23])[CH:11]=2)=[N:6][CH:7]=1.[N:24]1([CH2:30][CH2:31][NH:32][C:33](=[O:39])[O:34][C:35]([CH3:38])([CH3:37])[CH3:36])[CH2:29][CH2:28][NH:27][CH2:26][CH2:25]1.C([O-])([O-])=O.[K+].[K+], predict the reaction product. The product is: [Cl:1][C:2]1[CH:3]=[CH:4][C:5]([CH2:8][O:9][C:10]2[CH:15]=[CH:14][N:13]([C:16]3[CH:17]=[N:18][C:19]([N:27]4[CH2:26][CH2:25][N:24]([CH2:30][CH2:31][NH:32][C:33]([O:34][C:35]([CH3:38])([CH3:37])[CH3:36])=[O:39])[CH2:29][CH2:28]4)=[CH:20][CH:21]=3)[C:12](=[O:23])[CH:11]=2)=[N:6][CH:7]=1.